This data is from Catalyst prediction with 721,799 reactions and 888 catalyst types from USPTO. The task is: Predict which catalyst facilitates the given reaction. (1) Reactant: [F:1][C:2]1[CH:7]=[C:6]([F:8])[CH:5]=[CH:4][C:3]=1[C:9]1[NH:13][C:12]([C:14]2([C:17](OC)=[O:18])[CH2:16][CH2:15]2)=[N:11][C:10]=1[C:21]1[N:26]=[C:25]2[O:27][C:28]([NH:30][C@@H:31]([CH3:36])[CH2:32][O:33][CH2:34][CH3:35])=[N:29][C:24]2=[CH:23][CH:22]=1.C1COCC1.[BH4-].[Li+]. Product: [F:1][C:2]1[CH:7]=[C:6]([F:8])[CH:5]=[CH:4][C:3]=1[C:9]1[NH:13][C:12]([C:14]2([CH2:17][OH:18])[CH2:15][CH2:16]2)=[N:11][C:10]=1[C:21]1[N:26]=[C:25]2[O:27][C:28]([NH:30][C@@H:31]([CH3:36])[CH2:32][O:33][CH2:34][CH3:35])=[N:29][C:24]2=[CH:23][CH:22]=1. The catalyst class is: 27. (2) Reactant: [N+:1]([O-])([OH:3])=[O:2].[CH2:5]([O:12][C:13]1[CH:18]=[C:17](/[CH:19]=[CH:20]/[N+:21]([O-:23])=[O:22])[CH:16]=[CH:15][C:14]=1[O:24][CH3:25])[C:6]1[CH:11]=[CH:10][CH:9]=[CH:8][CH:7]=1. Product: [CH2:5]([O:12][C:13]1[CH:18]=[C:17](/[CH:19]=[CH:20]/[N+:21]([O-:23])=[O:22])[C:16]([N+:1]([O-:3])=[O:2])=[CH:15][C:14]=1[O:24][CH3:25])[C:6]1[CH:7]=[CH:8][CH:9]=[CH:10][CH:11]=1. The catalyst class is: 15.